Dataset: Full USPTO retrosynthesis dataset with 1.9M reactions from patents (1976-2016). Task: Predict the reactants needed to synthesize the given product. Given the product [CH3:26][CH:27]([O:5][C:3]1[C:2]([C:20]2[S:24][C:23]([C:25]3[CH:26]=[C:27]4[C:32](=[CH:33][CH:34]=3)[CH2:31][NH:30][CH2:29][CH2:28]4)=[N:22][N:21]=2)=[CH:32][CH:33]=[CH:34][C:25]=1[C:23]#[N:22])[CH3:28], predict the reactants needed to synthesize it. The reactants are: F[C:2](F)(F)[C:3]([OH:5])=O.C(C1C=C([C:20]2[S:24][C:23]([C:25]3[CH:26]=[C:27]4[C:32](=[CH:33][CH:34]=3)[CH2:31][N:30](C(OC(C)(C)C)=O)[CH2:29][CH2:28]4)=[N:22][N:21]=2)C=CC=1OC(C)C)#N.